From a dataset of Forward reaction prediction with 1.9M reactions from USPTO patents (1976-2016). Predict the product of the given reaction. (1) Given the reactants [F:1][C:2]1[CH:3]=[CH:4][C:5]([OH:24])=[C:6]([C:8]2(O)[C:16]3[C:11](=[CH:12][CH:13]=[CH:14][CH:15]=3)[N:10]([CH2:17][CH2:18][CH2:19][CH2:20][CH3:21])[C:9]2=[O:22])[CH:7]=1.FC(F)(F)C(O)=O.C([SiH](CC)CC)C, predict the reaction product. The product is: [F:1][C:2]1[CH:3]=[CH:4][C:5]([OH:24])=[C:6]([CH:8]2[C:16]3[C:11](=[CH:12][CH:13]=[CH:14][CH:15]=3)[N:10]([CH2:17][CH2:18][CH2:19][CH2:20][CH3:21])[C:9]2=[O:22])[CH:7]=1. (2) Given the reactants Br[CH:2]([CH3:19])[C:3]([CH:5]1[CH2:7][CH:6]1[C:8]1[N:18]=[C:11]2[C:12]([CH3:17])=[N:13][CH:14]=[C:15]([CH3:16])[N:10]2[N:9]=1)=O.[CH3:20][C:21]1[CH:26]=[CH:25][N:24]=[C:23]([NH2:27])[CH:22]=1.C(=O)(O)[O-].[Na+], predict the reaction product. The product is: [CH3:19][C:2]1[N:24]2[CH:25]=[CH:26][C:21]([CH3:20])=[CH:22][C:23]2=[N:27][C:3]=1[CH:5]1[CH2:7][CH:6]1[C:8]1[N:18]=[C:11]2[C:12]([CH3:17])=[N:13][CH:14]=[C:15]([CH3:16])[N:10]2[N:9]=1.